This data is from Full USPTO retrosynthesis dataset with 1.9M reactions from patents (1976-2016). The task is: Predict the reactants needed to synthesize the given product. (1) Given the product [ClH:30].[OH:11][C@@H:10]1[C@H:6]([OH:5])[C@@H:7]([CH2:25][OH:26])[O:8][C@H:9]1[N:15]1[CH:20]=[CH:19][N:18]=[C:17]([C:21](=[NH:22])[NH2:23])[C:16]1=[O:24], predict the reactants needed to synthesize it. The reactants are: N.C([O:5][C@H:6]1[C@@H:10]([O:11]C(=O)C)[C@H:9]([N:15]2[CH:20]=[CH:19][N:18]=[C:17]([C:21]([NH2:23])=[NH:22])[C:16]2=[O:24])[O:8][C@@H:7]1[CH2:25][O:26]C(=O)C)(=O)C.[ClH:30]. (2) Given the product [N:40]1[CH:45]=[CH:44][CH:43]=[CH:42][C:41]=1[C:46]([O:1][CH:2]1[CH2:20][CH:19]2[N:4]([C:5](=[O:39])[CH:6]([NH:31][C:32]([O:34][C:35]([CH3:36])([CH3:38])[CH3:37])=[O:33])[CH2:7][CH2:8][CH2:9][CH2:10][CH2:11][CH:12]=[CH:13][CH:14]3[C:16]([C:22]([NH:24][S:25]([CH:28]4[CH2:30][CH2:29]4)(=[O:27])=[O:26])=[O:23])([NH:17][C:18]2=[O:21])[CH2:15]3)[CH2:3]1)=[O:47], predict the reactants needed to synthesize it. The reactants are: [OH:1][CH:2]1[CH2:20][CH:19]2[N:4]([C:5](=[O:39])[CH:6]([NH:31][C:32]([O:34][C:35]([CH3:38])([CH3:37])[CH3:36])=[O:33])[CH2:7][CH2:8][CH2:9][CH2:10][CH2:11][CH:12]=[CH:13][CH:14]3[C:16]([C:22]([NH:24][S:25]([CH:28]4[CH2:30][CH2:29]4)(=[O:27])=[O:26])=[O:23])([NH:17][C:18]2=[O:21])[CH2:15]3)[CH2:3]1.[N:40]1[CH:45]=[CH:44][CH:43]=[CH:42][C:41]=1[C:46](Cl)=[O:47]. (3) Given the product [C:20]1([C:17]2[O:16][C:15]([CH2:14][CH:9]3[CH2:10][CH2:11][CH2:12][CH2:13][NH:8]3)=[N:19][N:18]=2)[CH:21]=[CH:22][CH:23]=[CH:24][CH:25]=1, predict the reactants needed to synthesize it. The reactants are: C(OC([N:8]1[CH2:13][CH2:12][CH2:11][CH2:10][CH:9]1[CH2:14][C:15]1[O:16][C:17]([C:20]2[CH:25]=[CH:24][CH:23]=[CH:22][CH:21]=2)=[N:18][N:19]=1)=O)(C)(C)C.FC(F)(F)C(O)=O.C(=O)([O-])[O-].[K+].[K+]. (4) The reactants are: [NH:1]1[C:9]2[C:4](=[CH:5][CH:6]=C(C#N)[CH:8]=2)[CH:3]=[N:2]1.[OH-:12].[Na+].[CH2:14]([OH:16])[CH3:15]. Given the product [NH:1]1[C:9]2[C:4](=[CH:5][CH:6]=[C:15]([C:14]([OH:12])=[O:16])[CH:8]=2)[CH:3]=[N:2]1, predict the reactants needed to synthesize it.